This data is from Peptide-MHC class I binding affinity with 185,985 pairs from IEDB/IMGT. The task is: Regression. Given a peptide amino acid sequence and an MHC pseudo amino acid sequence, predict their binding affinity value. This is MHC class I binding data. (1) The peptide sequence is HNDEIMRMCHE. The MHC is H-2-Kb with pseudo-sequence H-2-Kb. The binding affinity (normalized) is 0.0882. (2) The peptide sequence is KLLRNEWTL. The MHC is HLA-A02:02 with pseudo-sequence HLA-A02:02. The binding affinity (normalized) is 0.528. (3) The peptide sequence is FVIGGMTGV. The MHC is HLA-B51:01 with pseudo-sequence HLA-B51:01. The binding affinity (normalized) is 0.0847. (4) The peptide sequence is GVGLSPFLL. The MHC is Patr-B0101 with pseudo-sequence Patr-B0101. The binding affinity (normalized) is 0.179.